Dataset: Full USPTO retrosynthesis dataset with 1.9M reactions from patents (1976-2016). Task: Predict the reactants needed to synthesize the given product. (1) Given the product [CH2:9]([O:8][C:6]([C:5]1[CH:11]=[C:12]([O:13][CH3:14])[C:2]([N:16]2[CH2:19][CH:18]([C:20]([OH:22])=[O:21])[CH2:17]2)=[N:3][C:4]=1[CH3:15])=[O:7])[CH3:10], predict the reactants needed to synthesize it. The reactants are: Cl[C:2]1[C:12]([O:13][CH3:14])=[CH:11][C:5]([C:6]([O:8][CH2:9][CH3:10])=[O:7])=[C:4]([CH3:15])[N:3]=1.[NH:16]1[CH2:19][CH:18]([C:20]([OH:22])=[O:21])[CH2:17]1.CCN(C(C)C)C(C)C. (2) Given the product [F:1][C:2]1[CH:3]=[C:4]([C:16]([C:18]2[CH:19]=[CH:20][C:21]([OH:24])=[CH:22][CH:23]=2)=[C:31]([C:35]2[CH:40]=[CH:39][CH:38]=[CH:37][CH:36]=2)[CH2:32][CH3:33])[CH:5]=[CH:6][C:7]=1[C:8]#[C:9][CH2:10][N:11]1[CH2:15][CH2:14][CH2:13][CH2:12]1, predict the reactants needed to synthesize it. The reactants are: [F:1][C:2]1[CH:3]=[C:4]([C:16]([C:18]2[CH:23]=[CH:22][C:21]([O:24]C3CCCCO3)=[CH:20][CH:19]=2)=O)[CH:5]=[CH:6][C:7]=1[C:8]#[C:9][CH2:10][N:11]1[CH2:15][CH2:14][CH2:13][CH2:12]1.[C:31]([C:35]1[CH:40]=[CH:39][CH:38]=[CH:37][CH:36]=1)(=O)[CH2:32][CH3:33]. (3) Given the product [C:1]([O:5][C:6]([N:8]1[CH2:13][CH2:12][C:11]([CH2:17][S:18][C:21]2[CH:26]=[CH:25][C:24]([O:27][CH2:28][C:29]#[C:30][CH3:31])=[CH:23][CH:22]=2)([C:14]([NH:33][OH:32])=[O:15])[CH2:10][CH2:9]1)=[O:7])([CH3:4])([CH3:3])[CH3:2], predict the reactants needed to synthesize it. The reactants are: [C:1]([O:5][C:6]([N:8]1[CH2:13][CH2:12][C:11]([CH2:17][S:18]([C:21]2[CH:26]=[CH:25][C:24]([O:27][CH2:28][C:29]#[C:30][CH3:31])=[CH:23][CH:22]=2)(=O)=O)([C:14](O)=[O:15])[CH2:10][CH2:9]1)=[O:7])([CH3:4])([CH3:3])[CH3:2].[OH:32][N:33]1C2C=CC=CC=2N=N1.Cl.CN(C)CCCN=C=NCC.NO. (4) Given the product [Br:33][C:32]1[CH:34]=[N:1][N:5]([C:6]2[CH:7]=[C:8]([CH:21]=[CH:22][CH:23]=2)[O:9][CH2:10][CH2:11][CH2:12][NH:13][C:14](=[O:20])[O:44][C:41]([CH3:43])([CH3:42])[CH3:40])[C:29](=[O:37])[C:30]=1[Br:31], predict the reactants needed to synthesize it. The reactants are: [N:1]([O-])=O.[Na+].[NH2:5][C:6]1[CH:7]=[C:8]([CH:21]=[CH:22][CH:23]=1)[O:9][CH2:10][CH2:11][CH2:12][NH:13][C:14](=[O:20])CCC(O)=O.O.O.Cl[Sn]Cl.[C:29]([OH:37])(=O)/[C:30](=[C:32](\[CH:34]=O)/[Br:33])/[Br:31].[OH-].[Na+].[CH3:40][C:41]([O:44]C(OC([O:44][C:41]([CH3:43])([CH3:42])[CH3:40])=O)=O)([CH3:43])[CH3:42].